Dataset: Reaction yield outcomes from USPTO patents with 853,638 reactions. Task: Predict the reaction yield, written as a fraction of the theoretical maximum amount of product (1.0 means a 100% yield; for example, 0.34 means a 34% yield). The reactants are [N:1]([O-])=O.[Na+].[NH2:5][C:6]1[CH:7]=[CH:8][C:9]([O:12][CH3:13])=[N:10][CH:11]=1.[CH3:14][O:15][C:16](=[O:39])[CH:17]([NH:22][C:23]([C:25]1[CH:30]=[CH:29][C:28]([O:31][CH2:32][C:33]2[CH:38]=[CH:37][CH:36]=[CH:35][CH:34]=2)=[CH:27][N:26]=1)=O)C(OC)=O.C(=O)([O-])[O-].[K+].[K+].C[O-].[Na+]. The catalyst is O.C(O)(=O)C.Cl.CC(C)=O.CO.C(OCC)(=O)C. The product is [CH3:14][O:15][C:16]([C:17]1[N:22]=[C:23]([C:25]2[CH:30]=[CH:29][C:28]([O:31][CH2:32][C:33]3[CH:38]=[CH:37][CH:36]=[CH:35][CH:34]=3)=[CH:27][N:26]=2)[N:5]([C:6]2[CH:11]=[N:10][C:9]([O:12][CH3:13])=[CH:8][CH:7]=2)[N:1]=1)=[O:39]. The yield is 0.310.